The task is: Regression/Classification. Given a drug SMILES string, predict its absorption, distribution, metabolism, or excretion properties. Task type varies by dataset: regression for continuous measurements (e.g., permeability, clearance, half-life) or binary classification for categorical outcomes (e.g., BBB penetration, CYP inhibition). Dataset: cyp2c9_veith.. This data is from CYP2C9 inhibition data for predicting drug metabolism from PubChem BioAssay. The molecule is COc1ccc2c(=O)c(-c3ccccc3C)c(C)oc2c1. The result is 1 (inhibitor).